From a dataset of Full USPTO retrosynthesis dataset with 1.9M reactions from patents (1976-2016). Predict the reactants needed to synthesize the given product. Given the product [N:26]1([C:32]2[CH:33]=[C:34]([CH:38]([N:1]3[CH:5]=[C:4]([C:6]4[C:7]5[CH:14]=[CH:13][N:12]([CH2:15][O:16][CH2:17][CH2:18][Si:19]([CH3:22])([CH3:21])[CH3:20])[C:8]=5[N:9]=[CH:10][N:11]=4)[CH:3]=[N:2]3)[CH2:39][C:40]#[N:41])[CH:35]=[N:36][CH:37]=2)[CH2:31][CH2:30][O:29][CH2:28][CH2:27]1, predict the reactants needed to synthesize it. The reactants are: [NH:1]1[CH:5]=[C:4]([C:6]2[C:7]3[CH:14]=[CH:13][N:12]([CH2:15][O:16][CH2:17][CH2:18][Si:19]([CH3:22])([CH3:21])[CH3:20])[C:8]=3[N:9]=[CH:10][N:11]=2)[CH:3]=[N:2]1.C(#N)C.[N:26]1([C:32]2[CH:33]=[C:34](/[CH:38]=[CH:39]/[C:40]#[N:41])[CH:35]=[N:36][CH:37]=2)[CH2:31][CH2:30][O:29][CH2:28][CH2:27]1.C1CCN2C(=NCCC2)CC1.